This data is from Experimentally validated miRNA-target interactions with 360,000+ pairs, plus equal number of negative samples. The task is: Binary Classification. Given a miRNA mature sequence and a target amino acid sequence, predict their likelihood of interaction. (1) The miRNA is mmu-miR-125a-3p with sequence ACAGGUGAGGUUCUUGGGAGCC. The protein sequence of the target gene is MAQFVQVLAEIGDFGRFQIQLLILLCVLNFLSPFYFFAHVFMVLDEPHHCAVAWVKNHTFNLSAAEQLVLSVPLDTAGHPEPCLMFRPPPANASLQDILSHRFNETQPCDMGWEYPENRLPSLKNEFNLVCDRKHLKDTTQSVFMAGLLVGTLMFGPLCDRIGRKATILAQLLLFTLIGLATAFVPSFELYMALRFAVATAVAGLSFSNVTLLTEWVGPSWRTQAVVLAQCNFSLGQMVLAGLAYGFRNWRLLQITGTAPGLLLFFYFWALPESARWLLTRGRMDEAIQLIQKAASVNRR.... Result: 0 (no interaction). (2) The miRNA is hsa-miR-545-3p with sequence UCAGCAAACAUUUAUUGUGUGC. The protein sequence of the target gene is MKPGPPRRGTAQGQRVDTATHAPGARGLLLPPLLLLLLAGRAAGAQRWRNENFERPVDLEGSGDDDSFPDDELDDLYSGSGSGYFEQESGLETAMRFIPDMALAAPTAPAMLPTTVIQPVDTPFEELLSEHPSPEPVTSPPLVTEVTEVVEESSQKATTISTTTSTTAATTTGAPTMATAPATAATTAPSTPEAPPATATVADVRTTGIQGMLPLPLTTAATAKITTPAAPSPPTTVATLDTEAPTPRLVNTATSRPRALPRPVTTQEPDVAERSTLPLGTTAPGPTEMAQTPTPESLLT.... Result: 0 (no interaction). (3) The miRNA is hsa-miR-5006-5p with sequence UUGCCAGGGCAGGAGGUGGAA. The protein sequence of the target gene is MRVTLSTLDTCESSFTPLVVIELAQDVKDETKEWLKNRIIAKKKDGGAQLLFRPLLNKYEKETLENQNLYLVGASNVRLLLGAEAVGLVKECTDAAMRAFTYGTRHNFKGFHDNNNDFLTMAECQFIIKHELENLRARDEKMIPGYPQAKLYPGKSLMRRLLTSGIVTQVFPLHDTEALKKLEDTWYTRFALKYQPIDSIRSYFGETIALYFGFLEYFTFALIPMAIIGLPYYLFVWEDYDKYVIFASFNLIWSTVILEVWKRGCANMTYRWGTLVMKRQFEEPRPGFHGVLGINSVTGR.... Result: 0 (no interaction). (4) The miRNA is hsa-miR-376a-2-5p with sequence GGUAGAUUUUCCUUCUAUGGU. Result: 0 (no interaction). The protein sequence of the target gene is MRALCLLCWAVLLNLVRACPEPCDCGEKYGFQIADCAYRDLEGVPPGFPANVTTLSLSANRLPGLPEGAFREVPLLQSLWLAHNEIRSVAIGALAPLSHLKSLDLSHNLLSEFAWSDLHNLSALQLLKMDSNELAFIPRDAFSSLSALRSLQLNHNRLHALAEGTFAPLTALSHLQINDNPFDCTCGIVWFKTWALASAVSIPEQDNIACTTPHVLKGIPLGRLPPLPCSAPSVQLSYQPSQDGAELRPGFVLALHCDVDGQPVPQLHWHIHTPGGTVEIASPNVGTDGRALPGALATSG....